From a dataset of Forward reaction prediction with 1.9M reactions from USPTO patents (1976-2016). Predict the product of the given reaction. (1) Given the reactants [C:1]([O:5][C:6]([N:8]1[CH2:34][CH2:33][C:11]2([N:15]([C:16]3[CH:21]=[CH:20][CH:19]=[CH:18][CH:17]=3)[CH2:14][N:13]([CH2:22][C:23]3[CH:24]=[C:25]([CH:29]=[CH:30][CH:31]=3)[C:26]([OH:28])=[O:27])[C:12]2=[O:32])[CH2:10][CH2:9]1)=[O:7])([CH3:4])([CH3:3])[CH3:2].C1(N=C=NC2CCCCC2)CCCCC1.[CH3:50][N:51]([CH3:55])[CH2:52][CH2:53]O, predict the reaction product. The product is: [CH3:50][N:51]([CH3:55])[CH2:52][CH2:53][O:27][C:26]([C:25]1[CH:24]=[C:23]([CH:31]=[CH:30][CH:29]=1)[CH2:22][N:13]1[C:12](=[O:32])[C:11]2([CH2:33][CH2:34][N:8]([C:6]([O:5][C:1]([CH3:4])([CH3:2])[CH3:3])=[O:7])[CH2:9][CH2:10]2)[N:15]([C:16]2[CH:21]=[CH:20][CH:19]=[CH:18][CH:17]=2)[CH2:14]1)=[O:28]. (2) The product is: [CH3:6][O:5][C:1](=[O:4])[CH2:2][S:3][CH2:17][CH2:16][C:15]([O:19][CH3:20])=[O:18]. Given the reactants [C:1]([O:5][CH3:6])(=[O:4])[CH2:2][SH:3].N1CCCCC1.N#N.[C:15]([O:19][CH3:20])(=[O:18])[CH:16]=[CH2:17].C([O-])(=O)C=C.Cl, predict the reaction product.